Predict the reaction yield, written as a fraction of the theoretical maximum amount of product (1.0 means a 100% yield; for example, 0.34 means a 34% yield). From a dataset of Reaction yield outcomes from USPTO patents with 853,638 reactions. The reactants are [F:1][C:2]1[CH:14]=[C:13]2[C:5]([C:6]3[CH2:7][CH2:8][NH:9][CH2:10][C:11]=3[NH:12]2)=[CH:4][CH:3]=1. The catalyst is [Pd]. The product is [F:1][C:2]1[CH:14]=[C:13]2[C:5]([C:6]3[CH:7]=[CH:8][N:9]=[CH:10][C:11]=3[NH:12]2)=[CH:4][CH:3]=1. The yield is 0.880.